Dataset: Full USPTO retrosynthesis dataset with 1.9M reactions from patents (1976-2016). Task: Predict the reactants needed to synthesize the given product. (1) Given the product [Cl:1][C:2]1[CH:7]=[C:6]([O:8][CH3:9])[CH:5]=[CH:4][C:3]=1[C:10]1[CH:15]=[CH:14][N:13]=[C:12]([O:16][S:28]([C:27]([F:40])([F:39])[F:26])(=[O:30])=[O:29])[C:11]=1[N+:17]([O-:19])=[O:18], predict the reactants needed to synthesize it. The reactants are: [Cl:1][C:2]1[CH:7]=[C:6]([O:8][CH3:9])[CH:5]=[CH:4][C:3]=1[C:10]1[CH:15]=[CH:14][NH:13][C:12](=[O:16])[C:11]=1[N+:17]([O-:19])=[O:18].C([O-])([O-])=O.[Na+].[Na+].[F:26][C:27]([F:40])([F:39])[S:28](O[S:28]([C:27]([F:40])([F:39])[F:26])(=[O:30])=[O:29])(=[O:30])=[O:29]. (2) Given the product [CH:53]([CH:45]([N:43]([CH3:44])[C:41]([CH:37]([NH:36][C:34](=[O:35])[CH:30]([N:29]([CH3:57])[CH3:28])[CH:31]([CH3:32])[CH3:33])[CH:38]([CH3:39])[CH3:40])=[O:42])[CH:46]([O:51][CH3:52])[CH2:47][C:48]([N:24]1[CH2:25][CH2:26][CH2:27][CH:23]1[CH:10]([S:9][CH3:8])[CH2:11][C:12](=[O:13])[NH:14][CH2:15][CH2:16][C:17]1[CH:18]=[CH:19][CH:20]=[CH:21][CH:22]=1)=[O:49])([CH2:54][CH3:55])[CH3:56], predict the reactants needed to synthesize it. The reactants are: OC(C(F)(F)F)=O.[CH3:8][S:9][CH:10]([CH:23]1[CH2:27][CH2:26][CH2:25][NH:24]1)[CH2:11][C:12]([NH:14][CH2:15][CH2:16][C:17]1[CH:22]=[CH:21][CH:20]=[CH:19][CH:18]=1)=[O:13].[CH3:28][N:29]([CH3:57])[C@H:30]([C:34]([NH:36][C@H:37]([C:41]([N:43]([C@@H:45]([C@@H:53]([CH3:56])[CH2:54][CH3:55])[C@H:46]([O:51][CH3:52])[CH2:47][C:48](O)=[O:49])[CH3:44])=[O:42])[CH:38]([CH3:40])[CH3:39])=[O:35])[CH:31]([CH3:33])[CH3:32].C(O)(C(F)(F)F)=O.P(C#N)(=O)(OCC)OCC.C(N(CC)CC)C. (3) Given the product [CH3:3][O:4][C:5](=[O:27])[CH2:6][C:7]1[C:8]([CH3:26])=[N:9][N:10]([C:19]2[N:20]=[N:21][C:22]([Cl:25])=[CH:23][CH:24]=2)[C:11]=1[C:12]1[CH:13]=[CH:14][CH:15]=[CH:16][CH:17]=1, predict the reactants needed to synthesize it. The reactants are: [OH-].[Na+].[CH3:3][O:4][C:5](=[O:27])[CH2:6][CH:7]1[C:11](O)([C:12]2[CH:17]=[CH:16][CH:15]=[CH:14][CH:13]=2)[N:10]([C:19]2[N:20]=[N:21][C:22]([Cl:25])=[CH:23][CH:24]=2)[N:9]=[C:8]1[CH3:26]. (4) Given the product [CH2:1]([N:8]1[N:9]=[C:10]([C:19]2[C:27]3[C:22](=[CH:23][CH:24]=[CH:25][CH:26]=3)[N:21]([CH2:28][C:29](=[O:31])[N:33]3[CH2:37][CH2:36][CH2:35][CH2:34]3)[C:20]=2[CH3:32])[C:11]2[C:16](=[CH:15][CH:14]=[CH:13][CH:12]=2)[C:17]1=[O:18])[C:2]1[CH:3]=[CH:4][CH:5]=[CH:6][CH:7]=1, predict the reactants needed to synthesize it. The reactants are: [CH2:1]([N:8]1[C:17](=[O:18])[C:16]2[C:11](=[CH:12][CH:13]=[CH:14][CH:15]=2)[C:10]([C:19]2[C:27]3[C:22](=[CH:23][CH:24]=[CH:25][CH:26]=3)[N:21]([CH2:28][C:29]([OH:31])=O)[C:20]=2[CH3:32])=[N:9]1)[C:2]1[CH:7]=[CH:6][CH:5]=[CH:4][CH:3]=1.[NH:33]1[CH2:37][CH2:36][CH2:35][CH2:34]1.F[P-](F)(F)(F)(F)F.N1(O[P+](N(C)C)(N(C)C)N(C)C)C2C=CC=CC=2N=N1.CN1CCOCC1. (5) The reactants are: [Cl:1][C:2]1[N:7]=[C:6]([CH2:8][N:9]2[CH2:14][CH2:13][O:12][CH2:11][CH2:10]2)[C:5]([C:15](OC)=[O:16])=[CH:4][CH:3]=1.[H-].[H-].[H-].[H-].[Li+].[Al+3].[NH4+].[Cl-]. Given the product [Cl:1][C:2]1[N:7]=[C:6]([CH2:8][N:9]2[CH2:14][CH2:13][O:12][CH2:11][CH2:10]2)[C:5]([CH2:15][OH:16])=[CH:4][CH:3]=1, predict the reactants needed to synthesize it. (6) Given the product [N:12]1([C:2]([O:4][CH2:5][C:6]2[CH:11]=[CH:10][CH:9]=[CH:8][CH:7]=2)=[O:3])[CH2:17][CH2:16][CH:15]([C:18]([O:20][CH3:21])=[O:19])[CH2:14][CH2:13]1, predict the reactants needed to synthesize it. The reactants are: Cl[C:2]([O:4][CH2:5][C:6]1[CH:11]=[CH:10][CH:9]=[CH:8][CH:7]=1)=[O:3].[NH:12]1[CH2:17][CH2:16][CH:15]([C:18]([O:20][CH3:21])=[O:19])[CH2:14][CH2:13]1.CN1CCOCC1. (7) The reactants are: [NH:1]1[C:9]2[C:4](=[CH:5][CH:6]=[CH:7][CH:8]=2)[C:3]2([C:21]3[C:12](=[CH:13][C:14]4[O:19][CH2:18][CH2:17][O:16][C:15]=4[CH:20]=3)[O:11][CH2:10]2)[C:2]1=[O:22].N1C2C(=CC=CC=2)[C:25]2([CH2:35][O:34][C:33]3[CH:36]=C4C(=C[C:32]2=3)CCO4)C1=O.CC1C=CC(S(OC[C@H]2CCCO2)(=O)=O)=CC=1.BrCC1CCCCO1. Given the product [O:34]1[CH2:35][CH2:25][CH2:32][C@@H:33]1[CH2:36][N:1]1[C:9]2[C:4](=[CH:5][CH:6]=[CH:7][CH:8]=2)[C:3]2([C:21]3[C:12](=[CH:13][C:14]4[O:19][CH2:18][CH2:17][O:16][C:15]=4[CH:20]=3)[O:11][CH2:10]2)[C:2]1=[O:22], predict the reactants needed to synthesize it.